This data is from Forward reaction prediction with 1.9M reactions from USPTO patents (1976-2016). The task is: Predict the product of the given reaction. (1) Given the reactants [C:1]1([CH2:7][OH:8])([CH2:5][OH:6])[CH2:4][CH2:3][CH2:2]1.O[C:10]1[CH:15]=[CH:14][C:13]([C:16]([F:19])([F:18])[F:17])=[CH:12][CH:11]=1.O[C:21]1[CH:26]=[CH:25][C:24]([CH:27]([C:33]#[C:34][CH3:35])[CH2:28][C:29]([O:31]C)=[O:30])=[CH:23][CH:22]=1, predict the reaction product. The product is: [F:17][C:16]([F:19])([F:18])[C:13]1[CH:14]=[CH:15][C:10]([O:6][CH2:5][C:1]2([CH2:7][O:8][C:21]3[CH:26]=[CH:25][C:24]([CH:27]([C:33]#[C:34][CH3:35])[CH2:28][C:29]([OH:31])=[O:30])=[CH:23][CH:22]=3)[CH2:4][CH2:3][CH2:2]2)=[CH:11][CH:12]=1. (2) Given the reactants [C:1]([O:10][CH3:11])(=[O:9])[C:2]1[C:3](=[CH:5][CH:6]=[CH:7][CH:8]=1)[OH:4].C(=O)([O-])[O-].[K+].[K+].[C:18]([Si:22]([O:35][CH2:36][CH2:37][C:38]1([CH2:44][CH2:45]I)[CH2:43][CH2:42][CH2:41][CH2:40][CH2:39]1)([C:29]1[CH:34]=[CH:33][CH:32]=[CH:31][CH:30]=1)[C:23]1[CH:28]=[CH:27][CH:26]=[CH:25][CH:24]=1)([CH3:21])([CH3:20])[CH3:19].O, predict the reaction product. The product is: [O:35]([CH2:36][CH2:37][C:38]1([CH2:44][CH2:45][O:4][C:3]2[CH:5]=[CH:6][CH:7]=[CH:8][C:2]=2[C:1]([O:10][CH3:11])=[O:9])[CH2:39][CH2:40][CH2:41][CH2:42][CH2:43]1)[Si:22]([C:18]([CH3:21])([CH3:20])[CH3:19])([C:29]1[CH:30]=[CH:31][CH:32]=[CH:33][CH:34]=1)[C:23]1[CH:28]=[CH:27][CH:26]=[CH:25][CH:24]=1.